Dataset: Reaction yield outcomes from USPTO patents with 853,638 reactions. Task: Predict the reaction yield, written as a fraction of the theoretical maximum amount of product (1.0 means a 100% yield; for example, 0.34 means a 34% yield). (1) The product is [C:1]12([N:11]3[CH:15]=[C:14]([CH2:16][S:17]([C:19]4[CH:24]=[C:23]([Cl:25])[CH:22]=[CH:21][C:20]=4[Cl:26])(=[O:35])=[O:18])[N:13]=[N:12]3)[CH2:10][CH:5]3[CH2:4][CH:3]([CH2:9][CH:7]([CH2:6]3)[CH2:8]1)[CH2:2]2. The catalyst is C(Cl)Cl. The reactants are [C:1]12([N:11]3[CH:15]=[C:14]([CH2:16][S:17]([C:19]4[CH:24]=[C:23]([Cl:25])[CH:22]=[CH:21][C:20]=4[Cl:26])=[O:18])[N:13]=[N:12]3)[CH2:10][CH:5]3[CH2:6][CH:7]([CH2:9][CH:3]([CH2:4]3)[CH2:2]1)[CH2:8]2.C1C=C(Cl)C=C(C(OO)=[O:35])C=1. The yield is 0.590. (2) The reactants are C(OC1C(F)=CC=C2C=1C(CCN(C)C)=CN2)C1C=CC=CC=1.[CH2:24]([N:26]1[C:34]2[C:29](=[C:30]([O:41][CH3:42])[CH:31]=[C:32]([C:35]3[CH:40]=[CH:39][CH:38]=[CH:37][CH:36]=3)[CH:33]=2)[C:28]([C:43](=[O:49])[C:44]([N:46]([CH3:48])[CH3:47])=O)=[CH:27]1)[CH3:25]. No catalyst specified. The product is [CH3:48][N:46]([CH3:47])[CH2:44][CH:43]([C:28]1[C:29]2[C:34](=[CH:33][C:32]([C:35]3[CH:36]=[CH:37][CH:38]=[CH:39][CH:40]=3)=[CH:31][C:30]=2[O:41][CH3:42])[N:26]([CH2:24][CH3:25])[CH:27]=1)[OH:49]. The yield is 0.680.